From a dataset of Reaction yield outcomes from USPTO patents with 853,638 reactions. Predict the reaction yield, written as a fraction of the theoretical maximum amount of product (1.0 means a 100% yield; for example, 0.34 means a 34% yield). (1) The reactants are [F:1][C:2]([F:27])([F:26])[C:3]1[CH:8]=[CH:7][C:6]([C:9]([C:16]2[CH:21]=[CH:20][C:19]([C:22]([F:25])([F:24])[F:23])=[CH:18][CH:17]=2)=[C:10]2[CH2:15][CH2:14][NH:13][CH2:12][CH2:11]2)=[CH:5][CH:4]=1.[N+:28]([C:31]1[CH:36]=[CH:35][C:34]([CH2:37]Br)=[CH:33][CH:32]=1)([O-:30])=[O:29].C(=O)([O-])[O-].[K+].[K+]. The catalyst is C(O)C. The product is [F:24][C:22]([F:25])([F:23])[C:19]1[CH:20]=[CH:21][C:16]([C:9]([C:6]2[CH:5]=[CH:4][C:3]([C:2]([F:1])([F:26])[F:27])=[CH:8][CH:7]=2)=[C:10]2[CH2:15][CH2:14][N:13]([CH2:37][C:34]3[CH:35]=[CH:36][C:31]([N+:28]([O-:30])=[O:29])=[CH:32][CH:33]=3)[CH2:12][CH2:11]2)=[CH:17][CH:18]=1. The yield is 1.00. (2) The reactants are [C:1]([N:4]1[CH2:9][CH2:8][CH:7]([C:10]2[N:11]=[C:12]([NH:15][C:16]3[N:21]=[CH:20][C:19]([S:22]CCC(OC)=O)=[CH:18][C:17]=3[O:29][C:30]3[CH:35]=[CH:34][CH:33]=[CH:32][CH:31]=3)[S:13][CH:14]=2)[CH2:6][CH2:5]1)(=[O:3])[CH3:2].[Cl:36][C:37]1[CH:42]=[CH:41][N:40]=[C:39]2[CH:43]=[CH:44][S:45][C:38]=12.CC([O-])(C)C.[K+].[NH4+].[Cl-:53]. The catalyst is CS(C)=O. The product is [ClH:36].[ClH:53].[O:29]([C:17]1[C:16]([NH:15][C:12]2[S:13][CH:14]=[C:10]([CH:7]3[CH2:6][CH2:5][N:4]([C:1](=[O:3])[CH3:2])[CH2:9][CH2:8]3)[N:11]=2)=[N:21][CH:20]=[C:19]([S:22][C:37]2[CH:42]=[CH:41][N:40]=[C:39]3[CH:43]=[CH:44][S:45][C:38]=23)[CH:18]=1)[C:30]1[CH:31]=[CH:32][CH:33]=[CH:34][CH:35]=1. The yield is 0.780. (3) The reactants are [NH2:1][C@H:2]1[CH2:7][CH2:6][C@H:5]([N:8]([CH2:32][CH3:33])[C:9]2[C:24]3[CH2:23][CH:22]=[CH:21][CH2:20][CH2:19][C:18]4[CH:25]=[C:26]([CH3:30])[NH:27][C:28](=[O:29])[C:17]=4[CH2:16][NH:15][C:14](=[O:31])[C:13]=3[CH:12]=[CH:11][CH:10]=2)[CH2:4][CH2:3]1.FC(F)(F)S(O[CH2:40][CH:41]([F:43])[F:42])(=O)=O.[BH-](OC(C)=O)(OC(C)=O)O[C:48](C)=O.[Na+].C=O.CC(O)=O. The catalyst is C1COCC1.CO. The product is [F:42][CH:41]([F:43])[CH2:40][N:1]([CH3:48])[C@H:2]1[CH2:7][CH2:6][C@H:5]([N:8]([CH2:32][CH3:33])[C:9]2[C:24]3[CH2:23][CH:22]=[CH:21][CH2:20][CH2:19][C:18]4[CH:25]=[C:26]([CH3:30])[NH:27][C:28](=[O:29])[C:17]=4[CH2:16][NH:15][C:14](=[O:31])[C:13]=3[CH:12]=[CH:11][CH:10]=2)[CH2:4][CH2:3]1. The yield is 0.675. (4) The reactants are [OH:1][C:2]1[CH:7]=[CH:6][C:5]([C:8]2[C:17]3[CH2:16][CH2:15][C@H:14]4[C@H:18]([CH3:25])[C:19](=[O:24])[CH:20]([C:22]#[N:23])[CH2:21][C@:13]4([C:26]4[CH:31]=[CH:30][CH:29]=[CH:28][CH:27]=4)[C:12]=3[N:11]=[C:10]([CH3:32])[N:9]=2)=[CH:4][CH:3]=1.ClC1C(=O)C(C#N)=C(C#N)C(=O)C=1Cl. The catalyst is O1CCCC1. The product is [OH:1][C:2]1[CH:7]=[CH:6][C:5]([C:8]2[C:17]3[CH2:16][CH2:15][C@H:14]4[C@H:18]([CH3:25])[C:19](=[O:24])[C:20]([C:22]#[N:23])=[CH:21][C@:13]4([C:26]4[CH:27]=[CH:28][CH:29]=[CH:30][CH:31]=4)[C:12]=3[N:11]=[C:10]([CH3:32])[N:9]=2)=[CH:4][CH:3]=1. The yield is 0.630.